Dataset: Full USPTO retrosynthesis dataset with 1.9M reactions from patents (1976-2016). Task: Predict the reactants needed to synthesize the given product. (1) Given the product [C:18]([N:21]1[CH2:26][CH2:25][CH:24]([NH:27][C:8]([NH:7][C:4]2[CH:3]=[CH:2][N:1]=[CH:6][CH:5]=2)=[O:16])[CH2:23][CH2:22]1)(=[O:20])[CH3:19], predict the reactants needed to synthesize it. The reactants are: [N:1]1[CH:6]=[CH:5][C:4]([NH:7][C:8](=[O:16])OC2C=CC=CC=2)=[CH:3][CH:2]=1.Cl.[C:18]([N:21]1[CH2:26][CH2:25][CH:24]([NH2:27])[CH2:23][CH2:22]1)(=[O:20])[CH3:19].C(N(CC)CC)C. (2) Given the product [C:1]([O:5][C:6](=[O:21])[NH:7][C:8]1[CH:13]=[CH:12][C:11]([C:14]2[CH:15]=[CH:16][CH:17]=[CH:18][CH:19]=2)=[CH:10][C:9]=1[NH:20][C:25](=[O:24])[CH2:26][C:27]([C:29]1[CH:34]=[CH:33][CH:32]=[C:31]([N:35]=[N+:36]=[N-:37])[CH:30]=1)=[O:28])([CH3:4])([CH3:2])[CH3:3], predict the reactants needed to synthesize it. The reactants are: [C:1]([O:5][C:6](=[O:21])[NH:7][C:8]1[CH:13]=[CH:12][C:11]([C:14]2[CH:19]=[CH:18][CH:17]=[CH:16][CH:15]=2)=[CH:10][C:9]=1[NH2:20])([CH3:4])([CH3:3])[CH3:2].C([O:24][C:25](=O)[CH2:26][C:27]([C:29]1[CH:34]=[CH:33][CH:32]=[C:31]([N:35]=[N+:36]=[N-:37])[CH:30]=1)=[O:28])C.N(C1C=C(C=CC=1)C(Cl)=O)=[N+]=[N-]. (3) Given the product [CH3:1][O:2][C:3]1[CH:9]=[CH:8][C:7]([O:10][CH3:11])=[CH:6][C:4]=1[N:5]1[C:15](=[O:16])[C:14]2[C:13](=[CH:21][CH:20]=[CH:19][CH:18]=2)[C:12]1=[O:17], predict the reactants needed to synthesize it. The reactants are: [CH3:1][O:2][C:3]1[CH:9]=[CH:8][C:7]([O:10][CH3:11])=[CH:6][C:4]=1[NH2:5].[C:12]1(=O)[O:17][C:15](=[O:16])[C:14]2=[CH:18][CH:19]=[CH:20][CH:21]=[C:13]12. (4) Given the product [CH2:1]([O:3][CH2:4][C:5]1[S:6][C:7]2[C:16]3[CH:15]=[CH:14][CH:13]=[CH:12][C:11]=3[N:10]=[C:9]([NH2:17])[C:8]=2[N:24]=1)[CH3:2], predict the reactants needed to synthesize it. The reactants are: [CH2:1]([O:3][CH2:4][C:5]1[S:6][C:7]2[C:16]3[CH:15]=[CH:14][CH:13]=[CH:12][C:11]=3[N:10]=[C:9]([NH:17]C(=O)C(Cl)(Cl)Cl)[C:8]=2[N:24]=1)[CH3:2].C[O-].[Na+].